From a dataset of NCI-60 drug combinations with 297,098 pairs across 59 cell lines. Regression. Given two drug SMILES strings and cell line genomic features, predict the synergy score measuring deviation from expected non-interaction effect. (1) Drug 1: C1=CC=C(C(=C1)C(C2=CC=C(C=C2)Cl)C(Cl)Cl)Cl. Drug 2: CC12CCC3C(C1CCC2OP(=O)(O)O)CCC4=C3C=CC(=C4)OC(=O)N(CCCl)CCCl.[Na+]. Cell line: HCC-2998. Synergy scores: CSS=5.49, Synergy_ZIP=3.97, Synergy_Bliss=9.05, Synergy_Loewe=7.60, Synergy_HSA=4.37. (2) Drug 1: C1=CC(=CC=C1CCC2=CNC3=C2C(=O)NC(=N3)N)C(=O)NC(CCC(=O)O)C(=O)O. Drug 2: CC1C(C(CC(O1)OC2CC(OC(C2O)C)OC3=CC4=CC5=C(C(=O)C(C(C5)C(C(=O)C(C(C)O)O)OC)OC6CC(C(C(O6)C)O)OC7CC(C(C(O7)C)O)OC8CC(C(C(O8)C)O)(C)O)C(=C4C(=C3C)O)O)O)O. Cell line: SNB-19. Synergy scores: CSS=32.8, Synergy_ZIP=3.10, Synergy_Bliss=4.57, Synergy_Loewe=0.233, Synergy_HSA=4.90. (3) Drug 1: C1=C(C(=O)NC(=O)N1)N(CCCl)CCCl. Drug 2: CC(C)CN1C=NC2=C1C3=CC=CC=C3N=C2N. Cell line: A498. Synergy scores: CSS=19.0, Synergy_ZIP=-6.11, Synergy_Bliss=1.00, Synergy_Loewe=-0.964, Synergy_HSA=-0.539. (4) Drug 1: CC12CCC(CC1=CCC3C2CCC4(C3CC=C4C5=CN=CC=C5)C)O. Drug 2: C(CN)CNCCSP(=O)(O)O. Cell line: SN12C. Synergy scores: CSS=3.15, Synergy_ZIP=-0.0434, Synergy_Bliss=3.69, Synergy_Loewe=1.05, Synergy_HSA=2.52. (5) Drug 1: CC1=C2C(C(=O)C3(C(CC4C(C3C(C(C2(C)C)(CC1OC(=O)C(C(C5=CC=CC=C5)NC(=O)C6=CC=CC=C6)O)O)OC(=O)C7=CC=CC=C7)(CO4)OC(=O)C)O)C)OC(=O)C. Drug 2: CC(C)CN1C=NC2=C1C3=CC=CC=C3N=C2N. Cell line: SF-539. Synergy scores: CSS=58.2, Synergy_ZIP=1.85, Synergy_Bliss=2.52, Synergy_Loewe=-13.5, Synergy_HSA=1.24. (6) Drug 1: CC1C(C(=O)NC(C(=O)N2CCCC2C(=O)N(CC(=O)N(C(C(=O)O1)C(C)C)C)C)C(C)C)NC(=O)C3=C4C(=C(C=C3)C)OC5=C(C(=O)C(=C(C5=N4)C(=O)NC6C(OC(=O)C(N(C(=O)CN(C(=O)C7CCCN7C(=O)C(NC6=O)C(C)C)C)C)C(C)C)C)N)C. Drug 2: C(=O)(N)NO. Cell line: DU-145. Synergy scores: CSS=0.572, Synergy_ZIP=8.89, Synergy_Bliss=8.69, Synergy_Loewe=9.07, Synergy_HSA=4.27.